From a dataset of Peptide-MHC class II binding affinity with 134,281 pairs from IEDB. Regression. Given a peptide amino acid sequence and an MHC pseudo amino acid sequence, predict their binding affinity value. This is MHC class II binding data. (1) The peptide sequence is SEFIKFAEGRRGAAE. The MHC is HLA-DQA10201-DQB10303 with pseudo-sequence HLA-DQA10201-DQB10303. The binding affinity (normalized) is 0.496. (2) The peptide sequence is SDFYALISERFINYA. The MHC is DRB1_0101 with pseudo-sequence DRB1_0101. The binding affinity (normalized) is 1.00.